The task is: Predict the reaction yield, written as a fraction of the theoretical maximum amount of product (1.0 means a 100% yield; for example, 0.34 means a 34% yield).. This data is from Reaction yield outcomes from USPTO patents with 853,638 reactions. (1) The product is [C:1]([C:4]1[C:9]([C:10]2[CH:11]=[CH:12][CH:13]=[CH:14][CH:15]=2)=[N:8][N:7]([CH2:16][CH3:17])[C:6](=[O:18])[C:5]=1[NH:19][C:23]1[CH:27]=[C:26]([CH3:28])[O:25][N:24]=1)(=[O:3])[CH3:2]. The reactants are [C:1]([C:4]1[C:9]([C:10]2[CH:15]=[CH:14][CH:13]=[CH:12][CH:11]=2)=[N:8][N:7]([CH2:16][CH3:17])[C:6](=[O:18])[C:5]=1[N+:19]([O-])=O)(=[O:3])[CH3:2].N[C:23]1[CH:27]=[C:26]([CH3:28])[O:25][N:24]=1. The yield is 0.372. The catalyst is C(O)C. (2) The reactants are [Cl:1][C:2]1[CH:3]=[C:4]([NH:9][NH2:10])[CH:5]=[CH:6][C:7]=1[Cl:8].Cl.[C:12](OC(=O)C)(=[O:14])[CH3:13]. No catalyst specified. The product is [Cl:1][C:2]1[CH:3]=[C:4]([NH:9][NH:10][C:12](=[O:14])[CH3:13])[CH:5]=[CH:6][C:7]=1[Cl:8]. The yield is 0.810.